Dataset: Experimentally validated miRNA-target interactions with 360,000+ pairs, plus equal number of negative samples. Task: Binary Classification. Given a miRNA mature sequence and a target amino acid sequence, predict their likelihood of interaction. (1) The miRNA is hsa-miR-6752-3p with sequence UCCCUGCCCCCAUACUCCCAG. The protein sequence of the target gene is MKSAKGIENLAFVPSSPDILRRLSASPSQIEVSALSSDPQRENSQPQELQKPQEPQKSPEPSLPSAPPNVSEEKLRSLSLSEFEEGSYGWRNFHPQCLQRCNTPGGFLLHYCLLAVTQGIVVNGLVNISISTVEKRYEMKSSLTGLISSSYDISFCLLSLFVSFFGERGHKPRWLAFAAFMIGLGALVFSLPQFFSGEYKLGSLFEDTCVTTRNSTSCTSSTSSLSNYLYVFILGQLLLGAGGTPLYTLGTAFLDDSVPTHKSSLYIGTGYAMSILGPAIGYVLGGQLLTIYIDVAMGES.... Result: 1 (interaction). (2) Result: 1 (interaction). The protein sequence of the target gene is MSANFKMNHKRDQQKSTNVVYQAHHVSRNKRGQVVGTRGGFRGCTVWLTGLSGAGKTTISFALEEYLVSHAIPCYSLDGDNVRHGLNKNLGFSAGDREENIRRIAEVARLFADAGLVCITSFISPFAKDRENARKIHESAGLPFFEIFVDAPLNICESRDVKGLYKRARAGEIKGFTGIDSDYEKPETPECVLKTNLSSVSDCVQQVVELLQEQNIVPHTTIKGIHELFVPENKVDQIRAEAETLPSLPITKLDLQWVQILSEGWATPLKGFMREKEYLQTLHFDTLLDGVVPRDGVINM.... The miRNA is mmu-miR-301b-3p with sequence CAGUGCAAUGGUAUUGUCAAAGC. (3) The miRNA is hsa-miR-363-3p with sequence AAUUGCACGGUAUCCAUCUGUA. The protein sequence of the target gene is MNRYTTMKQLGDGTYGSVLMGKSNESGELVAIKRMKRKFYSWDECMNLREVKSLKKLNHANVIKLKEVIRENDHLYFVFEYMKENLYQLMKDRNKLFPESVIRNIMYQILQGLAFIHKHGFFHRDMKPENLLCMGPELVKIADFGLARELRSQPPYTDYVSTRWYRAPEVLLRSSVYSSPIDVWAVGSIMAELYTFRPLFPGTSEVDEIFKICQVLGTPKKSDWPEGYQLASSMNFRFPQCIPINLKTLIPNASSEAIQLMTEMLNWDPKKRPTASQALKHPYFQVGQVLGSSAHHLDTK.... Result: 0 (no interaction). (4) The miRNA is hsa-miR-526b-3p with sequence GAAAGUGCUUCCUUUUAGAGGC. The protein sequence of the target gene is MNGKRPADPGPARPMKKGKKQVSAEFSDAVTEEILRKQVAEAWSCRTPFSHEAIALDMDPFLHCVIPNFIQSQDFLEGLHKELLSLDFHEKYNDLYKFQQSDDLKNRKEPHISALRKLMFEDFRAWLSKVSGIDLEPTIDMSCAKYEFTDALLCHDDELEGRRIAFILYLVPSWDRDLGGTLDLYDTDEHLQPKQIVKSLIPSWNKLVFFEVSPVSFHQVSEVLSEETSRLSISGWFYGPSLTRPPTYFEPPIPRNPHIPQDHEILYEWINPAYLEMDYQMQIQEEFEERSEILLKEFLK.... Result: 0 (no interaction). (5) Result: 0 (no interaction). The protein sequence of the target gene is MASESETLNPSARIMTFYPTMEEFRNFSRYIAYIESQGAHRAGLAKVVPPKEWKPRTSYDDIDDLVIPAPIQQLVTGQSGLFTQYNIQKKAMTVREFRKIANSDKYCTPRYSEFEELERKYWKNLTFNPPIYGADVNGTLYEQHVDEWNIGRLKTILDLVEKESGITIEGVNTPYLYFGMWKTSFAWHTEDMDLYSINYLHFGEPKSWYSVPPEHGKRLERLAKGFFPGSAQSCEAFLRHKMTLISPLMLKKYGIPFDKVTQEAGEFMITFPYGYHAGFNHGFNCAESTNFATRRWIEYG.... The miRNA is hsa-miR-219a-5p with sequence UGAUUGUCCAAACGCAAUUCU. (6) The miRNA is hsa-miR-6816-3p with sequence GAAGGACCUGCACCUUCG. The protein sequence of the target gene is MASAELQGKYQKLAQEYSKLRAQNQVLKKGVVDEQASSAALKEQLKMKDQSLRKLQQEMDSLTFRNLQLAKRVELLQDELALSEPRGKKNKKSGESSSQLSQEQKSVFDEDLQKKIEENERLHIQFFEADEHHRHVEAELRSRLATLETEAAQHQAVIDGLTRKYMETIEKLQSDKAKLEVKSQTLEKEAKECRLRTEECQLQLKNLHEDLSGRLEESLSIINEKVPFNDTKCHLYNALNVPLHNRRHQLKMRDIAGQALAFVQDLVPALLNFHTYTEQRIQIFPVDSAIDTISPLNQKF.... Result: 0 (no interaction). (7) The miRNA is hsa-miR-6837-3p with sequence CCUUCACUGUGACUCUGCUGCAG. The protein sequence of the target gene is MRRAALWLWLCALALSLQPALPQIVATNLPPEDQDGSGDDSDNFSGSGAGALQDITLSQQTPSTWKDTQLLTAIPTSPEPTGLEATAASTSTLPAGEGPKEGEAVVLPEVEPGLTAREQEATPRPRETTQLPTTHLASTTTATTAQEPATSHPHRDMQPGHHETSTPAGPSQADLHTPHTEDGGPSATERAAEDGASSQLPAAEGSGEQDFTFETSGENTAVVAVEPDRRNQSPVDQGATGASQGLLDRKEVLGGVIAGGLVGLIFAVCLVGFMLYRMKKKDEGSYSLEEPKQANGGAYQ.... Result: 0 (no interaction). (8) The miRNA is mmu-miR-300-3p with sequence UAUGCAAGGGCAAGCUCUCUUC. The protein sequence of the target gene is MASKSWLNFLVFLCGSAIGFFLCSQLLSILLREEAAIQPNMLHNDPHARHSDDNGHSHLKGQMNFNADSSQHKDENIDVAENLYQKVKILCWVMTSPQNLEKKAKHVKATWAQRCNKVLFMSSEENQDFPTVGLKTKEGREQLYWKTIKAFQYVHDHYLEDADWFMKADDDTYVIVDNLRWLLSKYNPEQPIYFGRRFKPYVKQGYMSGGAGYVLSKEALRRFVNAFKTEKCTHSSSIEDLALGRCMEIINVEAGDSRDTIGKETFHPFVPEHHLIKGYLPKTFWYWNYNYYPPIEGPGC.... Result: 0 (no interaction). (9) The miRNA is hsa-miR-6125 with sequence GCGGAAGGCGGAGCGGCGGA. The protein sequence of the target gene is MAAPALRLCHIAFHVPAGQPLARNLQRLFGFQPLASREVDGWRQLALRSGDAVFLVNEGAGSGEPLYGLDPRHAVPSATNLCFDVADAGAATRELAALGCSVPVPPVRVRDAQGAATYAVVSSPAGILSLTLLERAGYRGPFLPGFRPVSSAPGPGWVSRVDHLTLACTPGSSPTLLRWFHDCLGFCHLPLSPGEDPELGLEMTAGFGLGGLRLTALQAQPGSIVPTLVLAESLPGATTRQDQVEQFLARHKGPGLQHVGLYTPNIVEATEGVATAGGQFLAPPGAYYQQPGKERQIRAA.... Result: 0 (no interaction). (10) The miRNA is hsa-miR-4793-5p with sequence ACAUCCUGCUCCACAGGGCAGAGG. The protein sequence of the target gene is MAGPESDAQYQFTGIKKYFNSYTLTGRMNCVLATYGSIALIVLYFKLRSKKTPAVKAT. Result: 0 (no interaction).